This data is from NCI-60 drug combinations with 297,098 pairs across 59 cell lines. The task is: Regression. Given two drug SMILES strings and cell line genomic features, predict the synergy score measuring deviation from expected non-interaction effect. (1) Drug 1: C1=CC(=C2C(=C1NCCNCCO)C(=O)C3=C(C=CC(=C3C2=O)O)O)NCCNCCO. Drug 2: CCC1(CC2CC(C3=C(CCN(C2)C1)C4=CC=CC=C4N3)(C5=C(C=C6C(=C5)C78CCN9C7C(C=CC9)(C(C(C8N6C)(C(=O)OC)O)OC(=O)C)CC)OC)C(=O)OC)O.OS(=O)(=O)O. Cell line: K-562. Synergy scores: CSS=66.2, Synergy_ZIP=1.91, Synergy_Bliss=2.02, Synergy_Loewe=-1.06, Synergy_HSA=3.36. (2) Synergy scores: CSS=36.4, Synergy_ZIP=2.23, Synergy_Bliss=-0.138, Synergy_Loewe=-5.97, Synergy_HSA=1.68. Cell line: KM12. Drug 1: CNC(=O)C1=CC=CC=C1SC2=CC3=C(C=C2)C(=NN3)C=CC4=CC=CC=N4. Drug 2: CC1=C2C(C(=O)C3(C(CC4C(C3C(C(C2(C)C)(CC1OC(=O)C(C(C5=CC=CC=C5)NC(=O)OC(C)(C)C)O)O)OC(=O)C6=CC=CC=C6)(CO4)OC(=O)C)O)C)O. (3) Drug 1: C1=NC(=NC(=O)N1C2C(C(C(O2)CO)O)O)N. Drug 2: C1CN1C2=NC(=NC(=N2)N3CC3)N4CC4. Cell line: NCI-H460. Synergy scores: CSS=72.1, Synergy_ZIP=1.52, Synergy_Bliss=-2.24, Synergy_Loewe=-1.55, Synergy_HSA=2.37. (4) Drug 1: C1CCN(CC1)CCOC2=CC=C(C=C2)C(=O)C3=C(SC4=C3C=CC(=C4)O)C5=CC=C(C=C5)O. Drug 2: C1=CC(=CC=C1C#N)C(C2=CC=C(C=C2)C#N)N3C=NC=N3. Cell line: A549. Synergy scores: CSS=-0.668, Synergy_ZIP=0.549, Synergy_Bliss=0.834, Synergy_Loewe=-3.25, Synergy_HSA=-3.45. (5) Drug 1: C1=CC(=CC=C1C#N)C(C2=CC=C(C=C2)C#N)N3C=NC=N3. Drug 2: CC1C(C(CC(O1)OC2CC(OC(C2O)C)OC3=CC4=CC5=C(C(=O)C(C(C5)C(C(=O)C(C(C)O)O)OC)OC6CC(C(C(O6)C)O)OC7CC(C(C(O7)C)O)OC8CC(C(C(O8)C)O)(C)O)C(=C4C(=C3C)O)O)O)O. Cell line: UO-31. Synergy scores: CSS=14.8, Synergy_ZIP=-0.938, Synergy_Bliss=-1.85, Synergy_Loewe=-24.1, Synergy_HSA=-4.20. (6) Synergy scores: CSS=-5.89, Synergy_ZIP=2.89, Synergy_Bliss=-0.190, Synergy_Loewe=-1.68, Synergy_HSA=-4.19. Cell line: SK-MEL-28. Drug 1: CC1=CC=C(C=C1)C2=CC(=NN2C3=CC=C(C=C3)S(=O)(=O)N)C(F)(F)F. Drug 2: C1=CC=C(C(=C1)C(C2=CC=C(C=C2)Cl)C(Cl)Cl)Cl. (7) Drug 1: CN(C(=O)NC(C=O)C(C(C(CO)O)O)O)N=O. Drug 2: CC1=C(C(=O)C2=C(C1=O)N3CC4C(C3(C2COC(=O)N)OC)N4)N. Cell line: SN12C. Synergy scores: CSS=21.1, Synergy_ZIP=23.2, Synergy_Bliss=23.7, Synergy_Loewe=23.3, Synergy_HSA=24.2. (8) Synergy scores: CSS=3.41, Synergy_ZIP=-2.30, Synergy_Bliss=-13.5, Synergy_Loewe=-62.5, Synergy_HSA=-16.1. Drug 1: C1CC(=O)NC(=O)C1N2CC3=C(C2=O)C=CC=C3N. Drug 2: C1=NC2=C(N=C(N=C2N1C3C(C(C(O3)CO)O)O)F)N. Cell line: MOLT-4. (9) Drug 1: C1=C(C(=O)NC(=O)N1)F. Drug 2: CC1C(C(=O)NC(C(=O)N2CCCC2C(=O)N(CC(=O)N(C(C(=O)O1)C(C)C)C)C)C(C)C)NC(=O)C3=C4C(=C(C=C3)C)OC5=C(C(=O)C(=C(C5=N4)C(=O)NC6C(OC(=O)C(N(C(=O)CN(C(=O)C7CCCN7C(=O)C(NC6=O)C(C)C)C)C)C(C)C)C)N)C. Cell line: SNB-19. Synergy scores: CSS=27.2, Synergy_ZIP=1.37, Synergy_Bliss=-0.331, Synergy_Loewe=0.405, Synergy_HSA=0.318. (10) Drug 1: C1CCC(C1)C(CC#N)N2C=C(C=N2)C3=C4C=CNC4=NC=N3. Drug 2: CS(=O)(=O)OCCCCOS(=O)(=O)C. Cell line: MALME-3M. Synergy scores: CSS=2.75, Synergy_ZIP=-0.171, Synergy_Bliss=1.38, Synergy_Loewe=-2.46, Synergy_HSA=-1.68.